Dataset: Forward reaction prediction with 1.9M reactions from USPTO patents (1976-2016). Task: Predict the product of the given reaction. The product is: [ClH:17].[CH3:14][O:12][C:11](=[O:13])[C@@H:9]([NH2:10])[CH2:8][S:7][C:1]1[CH:2]=[CH:3][CH:4]=[CH:5][CH:6]=1. Given the reactants [C:1]1([S:7][CH2:8][C@@H:9]([C:11]([OH:13])=[O:12])[NH2:10])[CH:6]=[CH:5][CH:4]=[CH:3][CH:2]=1.[C:14]([Cl:17])(=O)C, predict the reaction product.